Predict the product of the given reaction. From a dataset of Forward reaction prediction with 1.9M reactions from USPTO patents (1976-2016). (1) Given the reactants [Br:1][C:2]1[CH:7]=[CH:6][C:5]([OH:8])=[CH:4][CH:3]=1.C(=O)([O-])[O-].[K+].[K+].Br[CH:16]([CH2:21][CH2:22][Br:23])[C:17]([O:19][CH3:20])=[O:18], predict the reaction product. The product is: [Br:23][CH2:22][CH2:21][CH:16]([O:8][C:5]1[CH:6]=[CH:7][C:2]([Br:1])=[CH:3][CH:4]=1)[C:17]([O:19][CH3:20])=[O:18]. (2) The product is: [F:21][CH:22]1[CH2:27][CH2:26][N:25]([CH2:1][C:3]2[CH:8]=[CH:7][C:6]([C:9]#[C:10][C:11]3[CH:19]=[CH:18][C:14]([C:15]([OH:17])=[O:16])=[CH:13][CH:12]=3)=[CH:5][CH:4]=2)[CH2:24][CH2:23]1. Given the reactants [CH:1]([C:3]1[CH:8]=[CH:7][C:6]([C:9]#[C:10][C:11]2[CH:19]=[CH:18][C:14]([C:15]([OH:17])=[O:16])=[CH:13][CH:12]=2)=[CH:5][CH:4]=1)=O.Cl.[F:21][CH:22]1[CH2:27][CH2:26][NH:25][CH2:24][CH2:23]1.CC(O)=O, predict the reaction product.